Dataset: Forward reaction prediction with 1.9M reactions from USPTO patents (1976-2016). Task: Predict the product of the given reaction. (1) Given the reactants [CH:1]1([CH2:4][N:5]2[C:10](=[O:11])[C:9]([CH2:12]OS(C)(=O)=O)=[CH:8][C:7]([C:18]3[CH:19]=[CH:20][C:21]4[O:25][CH2:24][CH2:23][C:22]=4[CH:26]=3)=[N:6]2)[CH2:3][CH2:2]1.C(=O)([O-])[O-].[K+].[K+].[CH3:33][N:34]1[CH2:39][CH2:38][NH:37][CH2:36][CH2:35]1.O, predict the reaction product. The product is: [CH:1]1([CH2:4][N:5]2[C:10](=[O:11])[C:9]([CH2:12][N:37]3[CH2:38][CH2:39][N:34]([CH3:33])[CH2:35][CH2:36]3)=[CH:8][C:7]([C:18]3[CH:19]=[CH:20][C:21]4[O:25][CH2:24][CH2:23][C:22]=4[CH:26]=3)=[N:6]2)[CH2:3][CH2:2]1. (2) Given the reactants [OH:1][C:2]1[CH:7]=[CH:6][C:5]([OH:8])=[CH:4][CH:3]=1.C(=O)([O-])[O-].[K+].[K+].Cl[C:16]1[C:21]([Cl:22])=[CH:20][C:19]([C:23]([F:26])([F:25])[F:24])=[CH:18][N:17]=1, predict the reaction product. The product is: [Cl:22][C:21]1[C:16]([O:1][C:2]2[CH:7]=[CH:6][C:5]([OH:8])=[CH:4][CH:3]=2)=[N:17][CH:18]=[C:19]([C:23]([F:25])([F:24])[F:26])[CH:20]=1. (3) Given the reactants [C:1]1([S:7]([C:10]2[CH:11]=[C:12]3[C:17](=[CH:18][CH:19]=2)[N+:16]([O-])=[CH:15][CH:14]=[CH:13]3)(=[O:9])=[O:8])[CH:6]=[CH:5][CH:4]=[CH:3][CH:2]=1.[OH-].[NH4+].O=P(Cl)(Cl)[Cl:25], predict the reaction product. The product is: [C:1]1([S:7]([C:10]2[CH:11]=[C:12]3[C:17](=[CH:18][CH:19]=2)[N:16]=[CH:15][CH:14]=[C:13]3[Cl:25])(=[O:9])=[O:8])[CH:6]=[CH:5][CH:4]=[CH:3][CH:2]=1. (4) Given the reactants [CH3:1][C:2]1[CH:3]=[C:4]([CH:18]=[CH:19][C:20]=1[N+:21]([O-:23])=[O:22])[CH2:5][C:6]1[NH:10][N:9]=[C:8]([C:11]([F:17])([F:16])[C:12]([F:15])([F:14])[F:13])[N:7]=1.Cl[CH:25]([F:27])[F:26].C(=O)([O-])[O-].[K+].[K+].CN(C=O)C, predict the reaction product. The product is: [F:26][CH:25]([F:27])[N:10]1[C:6]([CH2:5][C:4]2[CH:18]=[CH:19][C:20]([N+:21]([O-:23])=[O:22])=[C:2]([CH3:1])[CH:3]=2)=[N:7][C:8]([C:11]([F:17])([F:16])[C:12]([F:13])([F:14])[F:15])=[N:9]1.[F:26][CH:25]([F:27])[N:9]1[C:8]([C:11]([F:17])([F:16])[C:12]([F:13])([F:14])[F:15])=[N:7][C:6]([CH2:5][C:4]2[CH:18]=[CH:19][C:20]([N+:21]([O-:23])=[O:22])=[C:2]([CH3:1])[CH:3]=2)=[N:10]1. (5) Given the reactants FC(F)CC1C=C(C(O)=O)NN=1.[F:13][C:14]([C:17]1[CH:18]=[C:19]([C:22]([OH:24])=[O:23])[NH:20][N:21]=1)([F:16])C.FC(F)(C)CC1C=C(C(O)=O)NN=1.FC(F)CCCC1C=C(C(O)=O)NN=1.FC(F)(C)CCC1C=C(C(O)=O)NN=1.C1(C2C=C(C(O)=O)NN=2)CC1.C1(CC2C=C(C(O)=O)NN=2)CC1, predict the reaction product. The product is: [F:16][CH:14]([F:13])[C:17]1[CH:18]=[C:19]([C:22]([OH:24])=[O:23])[NH:20][N:21]=1. (6) Given the reactants CC1(C)CCCC(C)(C)N1.C([Li])CCC.[CH:16]1([CH:21]([C:27]2[S:28][CH:29]=[CH:30][CH:31]=2)[C:22]([O:24][CH2:25][CH3:26])=[O:23])[CH2:20][CH2:19][CH2:18][CH2:17]1.Cl[Si:33]([CH3:36])([CH3:35])[CH3:34].Cl, predict the reaction product. The product is: [CH:16]1([CH:21]([C:27]2[S:28][C:29]([Si:33]([CH3:36])([CH3:35])[CH3:34])=[CH:30][CH:31]=2)[C:22]([O:24][CH2:25][CH3:26])=[O:23])[CH2:20][CH2:19][CH2:18][CH2:17]1. (7) Given the reactants Cl[C:2]1[N:7]=[C:6]([C:8]2[N:12]3[CH:13]=[CH:14][CH:15]=[CH:16][C:11]3=[N:10][C:9]=2[C:17]2[CH:18]=[CH:19][C:20]([O:34][CH3:35])=[C:21]([CH:33]=2)[C:22]([NH:24][C:25]2[C:30]([F:31])=[CH:29][CH:28]=[CH:27][C:26]=2[F:32])=[O:23])[CH:5]=[CH:4][N:3]=1.[CH3:36][O:37][C:38]1[CH:44]=[C:43]([CH2:45][CH2:46][CH2:47][N:48]2[CH2:53][CH2:52][CH2:51][CH2:50][CH2:49]2)[CH:42]=[CH:41][C:39]=1[NH2:40].C1(C)C=CC(S(O)(=O)=O)=CC=1.C[O-].[Na+], predict the reaction product. The product is: [F:32][C:26]1[CH:27]=[CH:28][CH:29]=[C:30]([F:31])[C:25]=1[NH:24][C:22](=[O:23])[C:21]1[CH:33]=[C:17]([C:9]2[N:10]=[C:11]3[CH:16]=[CH:15][CH:14]=[CH:13][N:12]3[C:8]=2[C:6]2[CH:5]=[CH:4][N:3]=[C:2]([NH:40][C:39]3[CH:41]=[CH:42][C:43]([CH2:45][CH2:46][CH2:47][N:48]4[CH2:49][CH2:50][CH2:51][CH2:52][CH2:53]4)=[CH:44][C:38]=3[O:37][CH3:36])[N:7]=2)[CH:18]=[CH:19][C:20]=1[O:34][CH3:35]. (8) Given the reactants [CH2:1]([O:3][C:4](=[O:31])[CH2:5][C:6]1[CH:7]=[C:8]([C:14]2[CH:19]=[CH:18][C:17]([C:20]([F:23])([F:22])[F:21])=[CH:16][C:15]=2[CH2:24][N:25]([C:28](=[O:30])[CH3:29])[CH2:26][CH3:27])[C:9]([O:12][CH3:13])=[CH:10][CH:11]=1)[CH3:2].IC.[CH3:34][Si](C)(C)[N-][Si](C)(C)C.[Na+], predict the reaction product. The product is: [CH2:1]([O:3][C:4](=[O:31])[CH:5]([C:6]1[CH:7]=[C:8]([C:14]2[CH:19]=[CH:18][C:17]([C:20]([F:22])([F:23])[F:21])=[CH:16][C:15]=2[CH2:24][N:25]([C:28](=[O:30])[CH3:29])[CH2:26][CH3:27])[C:9]([O:12][CH3:13])=[CH:10][CH:11]=1)[CH3:34])[CH3:2].